From a dataset of Full USPTO retrosynthesis dataset with 1.9M reactions from patents (1976-2016). Predict the reactants needed to synthesize the given product. (1) Given the product [CH2:15]([N:4]([CH2:3][CH2:2][NH:1][C:28]([C:23]1[CH:22]=[CH:21][C:20]2[C:25](=[CH:26][CH:27]=[C:18]([I:17])[CH:19]=2)[CH:24]=1)=[O:29])[CH2:5][CH2:6][O:7][C:8]1[C:9]([F:14])=[N:10][CH:11]=[CH:12][CH:13]=1)[CH3:16], predict the reactants needed to synthesize it. The reactants are: [NH2:1][CH2:2][CH2:3][N:4]([CH2:15][CH3:16])[CH2:5][CH2:6][O:7][C:8]1[C:9]([F:14])=[N:10][CH:11]=[CH:12][CH:13]=1.[I:17][C:18]1[CH:19]=[C:20]2[C:25](=[CH:26][CH:27]=1)[CH:24]=[C:23]([C:28](OCC)=[O:29])[CH:22]=[CH:21]2.C(N(CCNC(C1C=NC2C(=CC=C(I)C=2)N=1)=O)CCOC1C(F)=NC=CC=1)C. (2) Given the product [CH2:1]([O:8][C:9]1[C:14]([C:15](=[O:17])[CH3:16])=[C:13]([O:18][CH3:33])[C:12]([O:19][C:20]2[C:28]([CH3:29])=[CH:27][C:26]([N+:30]([O-:32])=[O:31])=[C:25]3[C:21]=2[CH2:22][CH2:23][CH2:24]3)=[CH:11][CH:10]=1)[C:2]1[CH:7]=[CH:6][CH:5]=[CH:4][CH:3]=1, predict the reactants needed to synthesize it. The reactants are: [CH2:1]([O:8][C:9]1[C:14]([C:15](=[O:17])[CH3:16])=[C:13]([OH:18])[C:12]([O:19][C:20]2[C:28]([CH3:29])=[CH:27][C:26]([N+:30]([O-:32])=[O:31])=[C:25]3[C:21]=2[CH2:22][CH2:23][CH2:24]3)=[CH:11][CH:10]=1)[C:2]1[CH:7]=[CH:6][CH:5]=[CH:4][CH:3]=1.[C:33](=O)([O-])[O-].[Cs+].[Cs+].CI.